Dataset: Forward reaction prediction with 1.9M reactions from USPTO patents (1976-2016). Task: Predict the product of the given reaction. (1) Given the reactants [NH2:1][C:2]1[S:3][C:4]([C:14]2[CH:19]=[CH:18][N:17]=[C:16]([NH:20][C:21](=O)[O:22]C(C)(C)C)[N:15]=2)=[C:5]([C:7]2[CH:12]=[CH:11][CH:10]=[C:9]([CH3:13])[CH:8]=2)[N:6]=1.[C:28]1([CH2:34][C:35](Cl)=[O:36])[CH:33]=[CH:32][CH:31]=[CH:30][CH:29]=1.C(=O)([O-])O.[Na+], predict the reaction product. The product is: [CH3:13][C:9]1[CH:8]=[C:7]([C:5]2[N:6]=[C:2]([NH:1][C:35](=[O:36])[CH2:34][C:28]3[CH:33]=[CH:32][CH:31]=[CH:30][CH:29]=3)[S:3][C:4]=2[C:14]2[CH:19]=[CH:18][N:17]=[C:16]([NH:20][C:21](=[O:22])[CH2:5][C:7]3[CH:12]=[CH:11][CH:10]=[CH:9][CH:8]=3)[N:15]=2)[CH:12]=[CH:11][CH:10]=1. (2) Given the reactants [CH3:1][O:2][C:3]1[CH:4]=[C:5]2[C:10](=[CH:11][C:12]=1[O:13][CH3:14])[N:9]=[CH:8][CH:7]=[C:6]2[O:15][C:16]1[CH:22]=[CH:21][C:19]([NH2:20])=[C:18]([C:23]([F:26])([F:25])[F:24])[CH:17]=1.C(N(CC)CC)C.ClC(Cl)(O[C:38](=[O:44])OC(Cl)(Cl)Cl)Cl.[F:46][C:47]1[CH:52]=[CH:51][C:50]([C@@H:53]([NH2:55])[CH3:54])=[CH:49][CH:48]=1, predict the reaction product. The product is: [CH3:1][O:2][C:3]1[CH:4]=[C:5]2[C:10](=[CH:11][C:12]=1[O:13][CH3:14])[N:9]=[CH:8][CH:7]=[C:6]2[O:15][C:16]1[CH:22]=[CH:21][C:19]([NH:20][C:38]([NH:55][C@H:53]([C:50]2[CH:51]=[CH:52][C:47]([F:46])=[CH:48][CH:49]=2)[CH3:54])=[O:44])=[C:18]([C:23]([F:25])([F:26])[F:24])[CH:17]=1. (3) Given the reactants [C:1]([NH:4][CH2:5][CH2:6][NH:7][CH2:8][C@:9]12[CH2:47][CH2:46][C@@H:45]([C:48]([CH3:50])=[CH2:49])[C@@H:10]1[C@@H:11]1[C@@:24]([CH3:27])([CH2:25][CH2:26]2)[C@@:23]2([CH3:28])[C@@H:14]([C@:15]3([CH3:44])[C@@H:20]([CH2:21][CH2:22]2)[C:19]([CH3:30])([CH3:29])[C:18]([C:31]2[CH:43]=[CH:42][C:34]([C:35]([O:37]C(C)(C)C)=[O:36])=[CH:33][CH:32]=2)=[CH:17][CH2:16]3)[CH2:13][CH2:12]1)(=[O:3])[CH3:2].C(O)(C(F)(F)F)=O, predict the reaction product. The product is: [C:1]([NH:4][CH2:5][CH2:6][NH:7][CH2:8][C@:9]12[CH2:47][CH2:46][C@@H:45]([C:48]([CH3:50])=[CH2:49])[C@@H:10]1[C@@H:11]1[C@@:24]([CH3:27])([CH2:25][CH2:26]2)[C@@:23]2([CH3:28])[C@@H:14]([C@:15]3([CH3:44])[C@@H:20]([CH2:21][CH2:22]2)[C:19]([CH3:30])([CH3:29])[C:18]([C:31]2[CH:43]=[CH:42][C:34]([C:35]([OH:37])=[O:36])=[CH:33][CH:32]=2)=[CH:17][CH2:16]3)[CH2:13][CH2:12]1)(=[O:3])[CH3:2]. (4) Given the reactants Cl[CH2:2][CH2:3][CH2:4][CH:5]([C:15]1O[C:17](/[C:20](/[F:36])=[CH:21]/[C:22]2[CH:27]=[CH:26][C:25]([N:28]3[CH:32]=[C:31]([CH3:33])[N:30]=[CH:29]3)=[C:24]([O:34][CH3:35])[CH:23]=2)=[N:18][N:19]=1)[C:6]1[CH:11]=[C:10]([F:12])[C:9]([F:13])=[C:8]([F:14])[CH:7]=1.C([O-])(=O)C.[NH4+:41].C(OCC)(=O)C.O.C(=O)(O)[O-].[Na+], predict the reaction product. The product is: [F:36]/[C:20](/[C:17]1[N:41]=[C:15]2[CH:5]([C:6]3[CH:11]=[C:10]([F:12])[C:9]([F:13])=[C:8]([F:14])[CH:7]=3)[CH2:4][CH2:3][CH2:2][N:19]2[N:18]=1)=[CH:21]\[C:22]1[CH:27]=[CH:26][C:25]([N:28]2[CH:32]=[C:31]([CH3:33])[N:30]=[CH:29]2)=[C:24]([O:34][CH3:35])[CH:23]=1. (5) Given the reactants [OH:1][C:2]1[CH:9]=[CH:8][C:5]([C:6]#[N:7])=[CH:4][CH:3]=1.Br[CH2:11][CH2:12][CH2:13][CH2:14][CH2:15][CH2:16][CH2:17][CH2:18][CH2:19][CH2:20][CH2:21][CH2:22][CH2:23][CH2:24][CH2:25][CH2:26][CH2:27][CH3:28].C(=O)([O-])[O-].[K+].[K+].CN1CCCC1=O, predict the reaction product. The product is: [CH2:28]([O:1][C:2]1[CH:9]=[CH:8][C:5]([C:6]#[N:7])=[CH:4][CH:3]=1)[CH2:27][CH2:26][CH2:25][CH2:24][CH2:23][CH2:22][CH2:21][CH2:20][CH2:19][CH2:18][CH2:17][CH2:16][CH2:15][CH2:14][CH2:13][CH2:12][CH3:11]. (6) Given the reactants C([O:3][C:4](=[O:41])[CH2:5][N:6]([S:33]([N:36]([CH3:40])[CH2:37][C:38]#[CH:39])(=[O:35])=[O:34])[CH2:7][C:8]1[CH:13]=[CH:12][CH:11]=[C:10]([O:14][CH2:15][CH2:16][C:17]2[N:18]=[C:19]([C:23]3[CH:28]=[CH:27][C:26]([C:29]([F:32])([F:31])[F:30])=[CH:25][CH:24]=3)[O:20][C:21]=2[CH3:22])[CH:9]=1)C.O.[OH-].[Li+], predict the reaction product. The product is: [CH3:40][N:36]([S:33]([N:6]([CH2:5][C:4]([OH:41])=[O:3])[CH2:7][C:8]1[CH:13]=[CH:12][CH:11]=[C:10]([O:14][CH2:15][CH2:16][C:17]2[N:18]=[C:19]([C:23]3[CH:24]=[CH:25][C:26]([C:29]([F:31])([F:30])[F:32])=[CH:27][CH:28]=3)[O:20][C:21]=2[CH3:22])[CH:9]=1)(=[O:34])=[O:35])[CH2:37][C:38]#[CH:39]. (7) Given the reactants [CH3:1][O:2][C:3]1[C:8]2[CH2:9][CH2:10][CH2:11][CH:12]([NH:14][CH2:15][CH2:16][O:17][CH3:18])[CH2:13][C:7]=2[CH:6]=[CH:5][C:4]=1[NH2:19].Cl[C:21]1[N:26]=[C:25]([NH:27][C:28]2[CH:33]=[CH:32][CH:31]=[CH:30][C:29]=2[S:34]([CH:37]([CH3:39])[CH3:38])(=[O:36])=[O:35])[C:24]([Cl:40])=[CH:23][N:22]=1, predict the reaction product. The product is: [Cl:40][C:24]1[C:25]([NH:27][C:28]2[CH:33]=[CH:32][CH:31]=[CH:30][C:29]=2[S:34]([CH:37]([CH3:39])[CH3:38])(=[O:36])=[O:35])=[N:26][C:21]([NH:19][C:4]2[CH:5]=[CH:6][C:7]3[CH2:13][CH:12]([NH:14][CH2:15][CH2:16][O:17][CH3:18])[CH2:11][CH2:10][CH2:9][C:8]=3[C:3]=2[O:2][CH3:1])=[N:22][CH:23]=1.